From a dataset of Full USPTO retrosynthesis dataset with 1.9M reactions from patents (1976-2016). Predict the reactants needed to synthesize the given product. (1) Given the product [Cl:29][C:17]1[C:18]([C:20]2[C:28]3[C:23](=[CH:24][CH:25]=[CH:26][CH:27]=3)[NH:22][CH:21]=2)=[N:19][C:14]([NH:13][C:9]2[CH:8]=[C:7]([NH:6][C:4](=[O:5])[CH2:3][CH2:2][NH:1][C:30](=[O:31])/[CH:32]=[CH:37]/[CH2:38][N:39]([CH3:43])[CH3:40])[CH:12]=[CH:11][CH:10]=2)=[N:15][CH:16]=1, predict the reactants needed to synthesize it. The reactants are: [NH2:1][CH2:2][CH2:3][C:4]([NH:6][C:7]1[CH:12]=[CH:11][CH:10]=[C:9]([NH:13][C:14]2[N:19]=[C:18]([C:20]3[C:28]4[C:23](=[CH:24][CH:25]=[CH:26][CH:27]=4)[NH:22][CH:21]=3)[C:17]([Cl:29])=[CH:16][N:15]=2)[CH:8]=1)=[O:5].[C:30](O)([C:32](F)(F)F)=[O:31].[CH3:37][CH2:38][N:39]([CH:43](C)C)[CH:40](C)C.BrC/C=C/C(Cl)=O.CNC.C1COCC1. (2) Given the product [C:1]1([C:18]2[CH:19]=[CH:20][CH:21]=[CH:22][CH:23]=2)[CH:6]=[CH:5][C:4]([C:7]2[CH:8]=[C:9]([NH:17][C:25]3[N:34]=[CH:33][C:32]([CH:35]4[CH2:37][CH2:36]4)=[CH:31][C:26]=3[C:27]([O:29][CH3:30])=[O:28])[CH:10]=[C:11]3[C:15]=2[N:14]([CH3:16])[CH:13]=[CH:12]3)=[CH:3][CH:2]=1, predict the reactants needed to synthesize it. The reactants are: [C:1]1([C:18]2[CH:23]=[CH:22][CH:21]=[CH:20][CH:19]=2)[CH:6]=[CH:5][C:4]([C:7]2[CH:8]=[C:9]([NH2:17])[CH:10]=[C:11]3[C:15]=2[N:14]([CH3:16])[CH:13]=[CH:12]3)=[CH:3][CH:2]=1.Cl[C:25]1[N:34]=[CH:33][C:32]([CH:35]2[CH2:37][CH2:36]2)=[CH:31][C:26]=1[C:27]([O:29][CH3:30])=[O:28].C(=O)([O-])[O-].[Cs+].[Cs+]. (3) Given the product [NH2:13][C:14]1[C:19]2[CH:20]=[C:21]([CH2:23][CH:24]([NH:34][S:9]([CH2:1][CH2:2][CH2:3][CH2:4][CH2:5][CH2:6][CH2:7][CH3:8])(=[O:11])=[O:10])[C:25]([N:27]3[CH2:28][CH2:29][CH:30]([CH3:33])[CH2:31][CH2:32]3)=[O:26])[S:22][C:18]=2[CH:17]=[CH:16][N:15]=1, predict the reactants needed to synthesize it. The reactants are: [CH2:1]([S:9](Cl)(=[O:11])=[O:10])[CH2:2][CH2:3][CH2:4][CH2:5][CH2:6][CH2:7][CH3:8].[NH2:13][C:14]1[C:19]2[CH:20]=[C:21]([CH2:23][CH:24]([NH:34]S(C3C=CC(OC4CCOCC4)=CC=3)(=O)=O)[C:25]([N:27]3[CH2:32][CH2:31][CH:30]([CH3:33])[CH2:29][CH2:28]3)=[O:26])[S:22][C:18]=2[CH:17]=[CH:16][N:15]=1.